The task is: Predict the product of the given reaction.. This data is from Forward reaction prediction with 1.9M reactions from USPTO patents (1976-2016). (1) Given the reactants [F:1][C:2]1[C:7]([OH:8])=[CH:6][CH:5]=[CH:4][C:3]=1[CH2:9][NH:10][C:11]([C:13]1[CH:14]=[C:15]2[C:20](=[CH:21][CH:22]=1)[N:19]=[CH:18][CH:17]=[CH:16]2)=[O:12].Br[CH2:24][CH2:25][CH2:26][CH2:27][CH2:28][CH2:29][CH:30]=[CH2:31].CN(C=O)C.C(=O)([O-])[O-].[Cs+].[Cs+], predict the reaction product. The product is: [F:1][C:2]1[C:7]([O:8][CH2:31][CH2:30][CH2:29][CH2:28][CH2:27][CH2:26][CH:25]=[CH2:24])=[CH:6][CH:5]=[CH:4][C:3]=1[CH2:9][NH:10][C:11]([C:13]1[CH:14]=[C:15]2[C:20](=[CH:21][CH:22]=1)[N:19]=[CH:18][CH:17]=[CH:16]2)=[O:12]. (2) Given the reactants [CH2:1]([O:3][C:4](=[O:15])[CH2:5][S:6][C:7]1[CH:12]=[CH:11][C:10]([OH:13])=[CH:9][C:8]=1[CH3:14])[CH3:2].[OH:16][C@@H:17]([CH3:31])[CH2:18][CH2:19]OS(C1C=CC(C)=CC=1)(=O)=O.C(=O)([O-])[O-].[Cs+].[Cs+], predict the reaction product. The product is: [CH2:1]([O:3][C:4](=[O:15])[CH2:5][S:6][C:7]1[CH:12]=[CH:11][C:10]([O:13][CH2:19][CH2:18][C@@H:17]([OH:16])[CH3:31])=[CH:9][C:8]=1[CH3:14])[CH3:2]. (3) Given the reactants OC(C(F)(F)F)=O.[NH:8]1[CH2:14][CH2:13][CH2:12][CH:11]([N:15]2[CH2:20][CH2:19][CH:18]([C:21]([NH:23][CH2:24][CH:25]([CH3:27])[CH3:26])=[O:22])[CH2:17][CH2:16]2)[CH2:10][CH2:9]1.CCN(CC)CC.Cl[C:36]([O:38][CH2:39][C:40]#[CH:41])=[O:37], predict the reaction product. The product is: [CH2:39]([O:38][C:36]([N:8]1[CH2:14][CH2:13][CH2:12][CH:11]([N:15]2[CH2:20][CH2:19][CH:18]([C:21](=[O:22])[NH:23][CH2:24][CH:25]([CH3:27])[CH3:26])[CH2:17][CH2:16]2)[CH2:10][CH2:9]1)=[O:37])[C:40]#[CH:41]. (4) Given the reactants [CH2:1]([O:3][C:4]([N:6]1[C:15]2[C:10](=[CH:11][C:12]([C:16]([F:19])([F:18])[F:17])=[CH:13][CH:14]=2)[CH:9]([CH:20]([C:22]2[CH:27]=[C:26]([C:28]([F:31])([F:30])[F:29])[CH:25]=[C:24]([C:32]([F:35])([F:34])[F:33])[CH:23]=2)[OH:21])[CH2:8][CH:7]1[CH2:36][CH3:37])=[O:5])[CH3:2].[OH-].[K+].[CH3:40]I, predict the reaction product. The product is: [CH2:1]([O:3][C:4]([N:6]1[C:15]2[C:10](=[CH:11][C:12]([C:16]([F:17])([F:18])[F:19])=[CH:13][CH:14]=2)[CH:9]([CH:20]([C:22]2[CH:23]=[C:24]([C:32]([F:35])([F:33])[F:34])[CH:25]=[C:26]([C:28]([F:29])([F:30])[F:31])[CH:27]=2)[O:21][CH3:40])[CH2:8][CH:7]1[CH2:36][CH3:37])=[O:5])[CH3:2].